This data is from Peptide-MHC class II binding affinity with 134,281 pairs from IEDB. The task is: Regression. Given a peptide amino acid sequence and an MHC pseudo amino acid sequence, predict their binding affinity value. This is MHC class II binding data. The peptide sequence is SRPYNIYPHGITDVRPLYSR. The MHC is DRB1_0301 with pseudo-sequence DRB1_0301. The binding affinity (normalized) is 0.371.